This data is from Reaction yield outcomes from USPTO patents with 853,638 reactions. The task is: Predict the reaction yield, written as a fraction of the theoretical maximum amount of product (1.0 means a 100% yield; for example, 0.34 means a 34% yield). (1) The reactants are O[C:2]1[N:11]([CH3:12])[C:10](=[O:13])[C:9]2[C:4](=[C:5]([I:14])[CH:6]=[CH:7][CH:8]=2)[N:3]=1.O=P(Cl)(Cl)[Cl:17].CCN(C(C)C)C(C)C. No catalyst specified. The product is [Cl:17][C:2]1[N:11]([CH3:12])[C:10](=[O:13])[C:9]2[C:4](=[C:5]([I:14])[CH:6]=[CH:7][CH:8]=2)[N:3]=1. The yield is 0.770. (2) The reactants are [C:1](Cl)(=[O:3])[CH3:2].[Cl-].[Cl-].[Cl-].[Al+3].[O:9]1[C:18]2[C:13](=[CH:14][CH:15]=[CH:16][CH:17]=2)[CH2:12][CH2:11][CH2:10]1.Cl. The catalyst is C(Cl)Cl. The product is [O:9]1[C:18]2[C:13](=[CH:14][C:15]([C:1](=[O:3])[CH3:2])=[CH:16][CH:17]=2)[CH2:12][CH2:11][CH2:10]1. The yield is 0.640. (3) The reactants are C1CCN2C(=NCCC2)CC1.[CH2:12]([O:14][C:15]([C:17]1[CH:18]=[N:19][N:20]([C:23]2[CH:28]=[CH:27][C:26]([Br:29])=[CH:25][CH:24]=2)[C:21]=1[NH2:22])=[O:16])[CH3:13].[CH:30]([S:33](Cl)(=[O:35])=[O:34])([CH3:32])[CH3:31].Cl. The catalyst is ClCCl. The product is [CH2:12]([O:14][C:15]([C:17]1[CH:18]=[N:19][N:20]([C:23]2[CH:24]=[CH:25][C:26]([Br:29])=[CH:27][CH:28]=2)[C:21]=1[NH:22][S:33]([CH:30]([CH3:32])[CH3:31])(=[O:35])=[O:34])=[O:16])[CH3:13]. The yield is 0.730. (4) The reactants are Br[C:2]1[CH:3]=[C:4]([C:8]2([CH3:16])[CH2:13][O:12][N:11]([CH3:14])[C:10](=[NH:15])[NH:9]2)[CH:5]=[CH:6][CH:7]=1.[C:17]([C:19]1[CH:20]=[C:21](B(O)O)[CH:22]=[CH:23][CH:24]=1)#[N:18].C([O-])([O-])=O.[K+].[K+]. The yield is 0.440. The catalyst is C(O)C. The product is [C:17]([C:19]1[CH:24]=[C:23]([C:2]2[CH:3]=[C:4]([C:8]3([CH3:16])[CH2:13][O:12][N:11]([CH3:14])[C:10](=[NH:15])[NH:9]3)[CH:5]=[CH:6][CH:7]=2)[CH:22]=[CH:21][CH:20]=1)#[N:18]. (5) The reactants are [Cl:1][C:2]1[CH:11]=[CH:10][C:9]2[C:4](=[CH:5][CH:6]=[C:7]([S:12]([OH:14])=[O:13])[CH:8]=2)[CH:3]=1.Br[CH2:16][CH2:17]Br.C(=O)([O-])[O-].[K+].[K+].C(OCC)(=O)C. The catalyst is CN(C=O)C.O. The product is [Cl:1][C:2]1[CH:11]=[CH:10][C:9]2[C:4](=[CH:5][CH:6]=[C:7]([S:12]([CH:16]=[CH2:17])(=[O:14])=[O:13])[CH:8]=2)[CH:3]=1. The yield is 0.390. (6) The reactants are [Cl:1][C:2]1[CH:7]=[C:6]([Cl:8])[CH:5]=[CH:4][C:3]=1[C:9]1[N:10]=[C:11](/[CH:16]=[CH:17]/[C:18]2[CH:23]=[CH:22][C:21]([C:24]3[CH:29]=[CH:28][C:27]([OH:30])=[CH:26][CH:25]=3)=[CH:20][CH:19]=2)[N:12]([CH2:14][CH3:15])[CH:13]=1.[Br:31][C:32]1[CH:41]=[C:40](F)[CH:39]=[CH:38][C:33]=1[C:34]([O:36][CH3:37])=[O:35]. No catalyst specified. The product is [CH3:37][O:36][C:34](=[O:35])[C:33]1[CH:38]=[CH:39][C:40]([O:30][C:27]2[CH:26]=[CH:25][C:24]([C:21]3[CH:22]=[CH:23][C:18](/[CH:17]=[CH:16]/[C:11]4[N:12]([CH2:14][CH3:15])[CH:13]=[C:9]([C:3]5[CH:4]=[CH:5][C:6]([Cl:8])=[CH:7][C:2]=5[Cl:1])[N:10]=4)=[CH:19][CH:20]=3)=[CH:29][CH:28]=2)=[CH:41][C:32]=1[Br:31]. The yield is 0.680. (7) The reactants are [OH:1][C:2]([C:11]([F:14])([F:13])[F:12])([C:7]([F:10])([F:9])[F:8])[C:3](OC)=[O:4].B.[Na].O.Cl. The catalyst is C(OCC)C. The product is [F:8][C:7]([F:9])([F:10])[C:2]([C:11]([F:12])([F:14])[F:13])([OH:1])[CH2:3][OH:4]. The yield is 0.960. (8) The reactants are Br[C:2]1[N:6]([CH3:7])[CH:5]=[N:4][C:3]=1[C:8]1[CH:13]=[C:12]([C:14]#[N:15])[CH:11]=[CH:10][N:9]=1.[F:16][C:17]([F:28])([F:27])[C:18]1[CH:23]=[CH:22][C:21](B(O)O)=[CH:20][CH:19]=1. No catalyst specified. The product is [CH3:7][N:6]1[C:2]([C:21]2[CH:22]=[CH:23][C:18]([C:17]([F:28])([F:27])[F:16])=[CH:19][CH:20]=2)=[C:3]([C:8]2[CH:13]=[C:12]([C:14]#[N:15])[CH:11]=[CH:10][N:9]=2)[N:4]=[CH:5]1. The yield is 0.930. (9) The reactants are [C:1]1([CH:7]([C:13]2[CH:18]=[CH:17][C:16]([N+:19]([O-])=O)=[C:15]([F:22])[CH:14]=2)[C:8]([O:10][CH2:11][CH3:12])=[O:9])[CH:6]=[CH:5][CH:4]=[CH:3][CH:2]=1. The catalyst is CCO. The product is [NH2:19][C:16]1[CH:17]=[CH:18][C:13]([CH:7]([C:1]2[CH:2]=[CH:3][CH:4]=[CH:5][CH:6]=2)[C:8]([O:10][CH2:11][CH3:12])=[O:9])=[CH:14][C:15]=1[F:22]. The yield is 0.975.